From a dataset of Full USPTO retrosynthesis dataset with 1.9M reactions from patents (1976-2016). Predict the reactants needed to synthesize the given product. (1) Given the product [CH2:27]([NH:26][C:25]([C:24]1[N:23]=[N:22][N:21]([C:30]2[CH:35]=[C:34]([CH:36]([CH3:37])[CH3:38])[C:33]([OH:39])=[CH:32][C:31]=2[OH:40])[C:20]=1[NH:7][C:8]1[CH:13]=[CH:12][C:11]([N:14]2[CH2:15][CH2:16][O:17][CH2:18][CH2:19]2)=[CH:10][CH:9]=1)=[O:29])[CH3:28], predict the reactants needed to synthesize it. The reactants are: C(OC(=O)[N:7]([C:20]1[N:21]([C:30]2[CH:35]=[C:34]([CH:36]([CH3:38])[CH3:37])[C:33]([OH:39])=[CH:32][C:31]=2[OH:40])[N:22]=[N:23][C:24]=1[C:25](=[O:29])[NH:26][CH2:27][CH3:28])[C:8]1[CH:13]=[CH:12][C:11]([N:14]2[CH2:19][CH2:18][O:17][CH2:16][CH2:15]2)=[CH:10][CH:9]=1)(C)(C)C. (2) Given the product [CH3:34][N:35]([CH3:36])[C:29](=[O:30])[C@@H:28]([O:27][C:25]1[CH:24]=[CH:23][CH:22]=[C:21]2[C:26]=1[C:17]([NH:16][C:12]1[CH:11]=[C:10]3[C:15](=[CH:14][CH:13]=1)[N:7]([CH2:6][C:4]1[N:3]=[CH:2][S:1][CH:5]=1)[N:8]=[CH:9]3)=[N:18][CH:19]=[N:20]2)[CH3:33], predict the reactants needed to synthesize it. The reactants are: [S:1]1[CH:5]=[C:4]([CH2:6][N:7]2[C:15]3[C:10](=[CH:11][C:12]([NH:16][C:17]4[C:26]5[C:21](=[CH:22][CH:23]=[CH:24][C:25]=5[O:27][C@@H:28]([CH3:33])[C:29](OC)=[O:30])[N:20]=[CH:19][N:18]=4)=[CH:13][CH:14]=3)[CH:9]=[N:8]2)[N:3]=[CH:2]1.[CH3:34][NH:35][CH3:36]. (3) Given the product [Cl:1][C:2]1[CH:9]=[CH:8][C:5]([CH:6]2[CH2:11][CH:18]([OH:22])[CH2:19][CH2:20][O:7]2)=[C:4]([CH3:10])[CH:3]=1, predict the reactants needed to synthesize it. The reactants are: [Cl:1][C:2]1[CH:9]=[CH:8][C:5]([CH:6]=[O:7])=[C:4]([CH3:10])[CH:3]=1.[C:11](O)(C(F)(F)F)=O.[CH2:18]([OH:22])[CH2:19][CH:20]=C.[Li+].[OH-]. (4) Given the product [F:8][C:5]([F:6])([F:7])[C:4]([NH:13][CH2:10][CH:11]=[CH2:12])=[O:9], predict the reactants needed to synthesize it. The reactants are: C(O[C:4](=[O:9])[C:5]([F:8])([F:7])[F:6])C.[CH2:10]([NH2:13])[CH:11]=[CH2:12].C(N(CC)C(C)C)(C)C. (5) The reactants are: [CH3:1][C:2]1([C:7]2[O:11][C:10]([CH2:12][N:13]3[N:17]=[C:16]([NH2:18])[CH:15]=[N:14]3)=[CH:9][CH:8]=2)[O:6]CCO1.[CH:19]1([C:22]2[O:23][C:24]([C:30]3[CH:35]=[CH:34][CH:33]=[CH:32][CH:31]=3)=[C:25]([C:27](O)=[O:28])[N:26]=2)[CH2:21][CH2:20]1. Given the product [C:2]([C:7]1[O:11][C:10]([CH2:12][N:13]2[N:17]=[C:16]([NH:18][C:27]([C:25]3[N:26]=[C:22]([CH:19]4[CH2:20][CH2:21]4)[O:23][C:24]=3[C:30]3[CH:31]=[CH:32][CH:33]=[CH:34][CH:35]=3)=[O:28])[CH:15]=[N:14]2)=[CH:9][CH:8]=1)(=[O:6])[CH3:1], predict the reactants needed to synthesize it. (6) Given the product [OH:63][CH2:62][CH2:61][NH:60][C:25]([C:22]1[CH:23]=[CH:24][C:19]([C:15]2[CH:16]=[CH:17][CH:18]=[C:13]([NH:12][S:9]([C:5]3[CH:6]=[C:7]([CH3:8])[C:2]([Cl:1])=[CH:3][C:4]=3[CH3:28])(=[O:11])=[O:10])[CH:14]=2)=[CH:20][CH:21]=1)=[O:26], predict the reactants needed to synthesize it. The reactants are: [Cl:1][C:2]1[C:7]([CH3:8])=[CH:6][C:5]([S:9]([NH:12][C:13]2[CH:14]=[C:15]([C:19]3[CH:24]=[CH:23][C:22]([C:25](O)=[O:26])=[CH:21][CH:20]=3)[CH:16]=[CH:17][CH:18]=2)(=[O:11])=[O:10])=[C:4]([CH3:28])[CH:3]=1.CN(C(ON1N=NC2C=CC=NC1=2)=[N+](C)C)C.F[P-](F)(F)(F)(F)F.C(N(CC)CC)C.[NH2:60][CH2:61][CH2:62][OH:63]. (7) Given the product [F:1][C:2]1[CH:7]=[C:6]([C:8]2[CH:13]=[CH:12][N:11]=[C:10]([CH3:14])[CH:9]=2)[CH:5]=[CH:4][C:3]=1[CH2:15][N:16]1[CH2:17][CH2:18][NH:19][CH2:20][CH2:21]1, predict the reactants needed to synthesize it. The reactants are: [F:1][C:2]1[CH:7]=[C:6]([C:8]2[CH:13]=[CH:12][N:11]=[C:10]([CH3:14])[CH:9]=2)[CH:5]=[CH:4][C:3]=1[CH2:15][N:16]1[CH2:21][CH2:20][N:19](C(OC(C)(C)C)=O)[CH2:18][CH2:17]1.FC(F)(F)C(O)=O.